Dataset: Catalyst prediction with 721,799 reactions and 888 catalyst types from USPTO. Task: Predict which catalyst facilitates the given reaction. (1) Reactant: [C:1]([O:5][C:6](=[O:29])[NH:7][CH:8]([CH3:28])[C:9](=[O:27])[NH:10][C:11]1[N:12]=[C:13]([C:21]#[C:22][Si](C)(C)C)[C:14]2[C:19]([CH:20]=1)=[CH:18][CH:17]=[CH:16][CH:15]=2)([CH3:4])([CH3:3])[CH3:2].[OH-].[K+].CO. Product: [C:1]([O:5][C:6](=[O:29])[NH:7][CH:8]([CH3:28])[C:9]([NH:10][C:11]1[N:12]=[C:13]([C:21]#[CH:22])[C:14]2[C:19]([CH:20]=1)=[CH:18][CH:17]=[CH:16][CH:15]=2)=[O:27])([CH3:4])([CH3:3])[CH3:2]. The catalyst class is: 6. (2) Reactant: Br.Br[CH2:3][C:4]1[N:5]=[C:6]2[C:11](=[N:12][CH:13]=1)[N:10]=[C:9]([NH2:14])[N:8]=[C:7]2[NH2:15].[NH2:16][CH2:17][C:18]12[CH2:27][CH:22]3[CH2:23][CH:24]([CH2:26][CH:20]([CH2:21]3)[CH2:19]1)[CH2:25]2.C(=O)(O)[O-]. Product: [C:18]12([CH2:17][NH:16][CH2:3][C:4]3[N:5]=[C:6]4[C:11](=[N:12][CH:13]=3)[N:10]=[C:9]([NH2:14])[N:8]=[C:7]4[NH2:15])[CH2:25][CH:24]3[CH2:23][CH:22]([CH2:21][CH:20]([CH2:26]3)[CH2:19]1)[CH2:27]2. The catalyst class is: 80. (3) Reactant: N(C(OC(C)C)=O)=NC(OC(C)C)=O.O[C:16]1[CH:35]=[CH:34][CH:33]=[CH:32][C:17]=1[O:18][CH:19]1[CH2:24][CH2:23][N:22]([C:25]([O:27][C:28]([CH3:31])([CH3:30])[CH3:29])=[O:26])[CH2:21][CH2:20]1.[F:36][C:37]([F:42])([F:41])[CH2:38][CH2:39][OH:40].C1(P(C2C=CC=CC=2)C2C=CC=CC=2)C=CC=CC=1. Product: [F:36][C:37]([F:42])([F:41])[CH2:38][CH2:39][O:40][C:34]1[CH:35]=[CH:16][C:17]([O:18][CH:19]2[CH2:20][CH2:21][N:22]([C:25]([O:27][C:28]([CH3:29])([CH3:30])[CH3:31])=[O:26])[CH2:23][CH2:24]2)=[CH:32][CH:33]=1. The catalyst class is: 4. (4) Reactant: [NH2:1][CH2:2][CH2:3][CH2:4][NH:5][C:6]1[N:11]=[N:10][C:9]([N:12]2[C:20]3[C:15](=[CH:16][C:17]([N:21]([CH2:33][C:34]([OH:36])=[O:35])[S:22]([C:25]4[CH:30]=[C:29]([Cl:31])[CH:28]=[C:27]([Cl:32])[CH:26]=4)(=[O:24])=[O:23])=[CH:18][CH:19]=3)[CH:14]=[CH:13]2)=[CH:8][CH:7]=1.[OH-].[Na+].[CH3:39][S:40](Cl)(=[O:42])=[O:41].Cl. Product: [Cl:32][C:27]1[CH:26]=[C:25]([S:22]([N:21]([CH2:33][C:34]([OH:36])=[O:35])[C:17]2[CH:16]=[C:15]3[C:20](=[CH:19][CH:18]=2)[N:12]([C:9]2[N:10]=[N:11][C:6]([NH:5][CH2:4][CH2:3][CH2:2][NH:1][S:40]([CH3:39])(=[O:42])=[O:41])=[CH:7][CH:8]=2)[CH:13]=[CH:14]3)(=[O:24])=[O:23])[CH:30]=[C:29]([Cl:31])[CH:28]=1. The catalyst class is: 7. (5) Reactant: [F:1][C:2]1[CH:7]=[CH:6][C:5]([NH:8][CH2:9][C:10](OC)=[O:11])=[C:4]([N+:14]([O-])=O)[CH:3]=1.S(S([O-])=O)([O-])=O.[Na+].[Na+]. Product: [F:1][C:2]1[CH:3]=[C:4]2[C:5]([NH:8][CH2:9][C:10](=[O:11])[NH:14]2)=[CH:6][CH:7]=1. The catalyst class is: 6. (6) Product: [C:1]([O:21][CH2:20][C@@H:18]([C@H:16]([C@@H:14]([C@@H:12]([CH2:11][O:10][C:1](=[O:8])[C:2]1[CH:7]=[CH:6][CH:5]=[CH:4][CH:3]=1)[O:13][C:1](=[O:8])[C:2]1[CH:7]=[CH:6][CH:5]=[CH:4][CH:3]=1)[O:15][C:1](=[O:8])[C:2]1[CH:7]=[CH:6][CH:5]=[CH:4][CH:3]=1)[O:17][C:1](=[O:8])[C:2]1[CH:7]=[CH:6][CH:5]=[CH:4][CH:3]=1)[O:19][C:1](=[O:8])[C:2]1[CH:7]=[CH:6][CH:5]=[CH:4][CH:3]=1)(=[O:8])[C:2]1[CH:7]=[CH:6][CH:5]=[CH:4][CH:3]=1. The catalyst class is: 66. Reactant: [C:1](Cl)(=[O:8])[C:2]1[CH:7]=[CH:6][CH:5]=[CH:4][CH:3]=1.[OH:10][CH2:11][C@@H:12]([C@H:14]([C@@H:16]([C@@H:18]([CH2:20][OH:21])[OH:19])[OH:17])[OH:15])[OH:13]. (7) Reactant: Br.[Br:2][C:3]1[CH:4]=[C:5]([CH2:10]Br)[C:6]([NH2:9])=[N:7][CH:8]=1.Cl.[CH3:13][O:14][C:15](=[O:21])[C@H:16]1[CH2:20][CH2:19][CH2:18][NH:17]1.C(N(CC)CC)C. Product: [CH3:13][O:14][C:15]([C@H:16]1[CH2:20][CH2:19][CH2:18][N:17]1[CH2:10][C:5]1[C:6]([NH2:9])=[N:7][CH:8]=[C:3]([Br:2])[CH:4]=1)=[O:21]. The catalyst class is: 144. (8) Reactant: [N+:1]([C:4]1[CH:11]=[CH:10][CH:9]=[CH:8][C:5]=1[CH:6]=O)([O-:3])=[O:2].C([O-])([O-])=O.[K+].[K+].C([N:21]1[CH2:26][C:25](=[O:27])[N:24](C(=O)C)/[C:23](=[CH:31]\[C:32]2[CH:37]=[CH:36][CH:35]=[CH:34][CH:33]=2)/[C:22]1=[O:38])(=O)C.C(O)(=O)CC(CC(O)=O)(C(O)=O)O. Product: [N+:1]([C:4]1[CH:11]=[CH:10][CH:9]=[CH:8][C:5]=1/[CH:6]=[C:26]1/[C:25](=[O:27])[NH:24]/[C:23](=[CH:31]\[C:32]2[CH:37]=[CH:36][CH:35]=[CH:34][CH:33]=2)/[C:22](=[O:38])[NH:21]/1)([O-:3])=[O:2]. The catalyst class is: 3.